Dataset: Catalyst prediction with 721,799 reactions and 888 catalyst types from USPTO. Task: Predict which catalyst facilitates the given reaction. (1) Reactant: [Br:1][C:2]1[CH:8]=[CH:7][C:5]([NH2:6])=[CH:4][C:3]=1[F:9].C(O[CH:13]=[C:14]([C:20]([O:22][CH2:23][CH3:24])=[O:21])[C:15]([O:17][CH2:18][CH3:19])=[O:16])C. Product: [Br:1][C:2]1[CH:8]=[CH:7][C:5]([NH:6][CH:13]=[C:14]([C:15]([O:17][CH2:18][CH3:19])=[O:16])[C:20]([O:22][CH2:23][CH3:24])=[O:21])=[CH:4][C:3]=1[F:9]. The catalyst class is: 23. (2) Reactant: [CH:1]1([NH:7][C:8]2[N:16]=[C:15]([NH:17][C:18]3[CH:23]=[CH:22][C:21]([CH:24]4[CH2:29][CH2:28][NH:27][CH2:26][CH2:25]4)=[CH:20][C:19]=3[O:30][CH3:31])[N:14]=[C:13]3[C:9]=2[N:10]=[CH:11][NH:12]3)[CH2:6][CH2:5][CH2:4][CH2:3][CH2:2]1.[CH3:32][N:33]1[CH2:38][CH2:37][N:36]([C:39](=[O:43])[C:40](O)=[O:41])[CH2:35][CH2:34]1.CCN=C=NCCCN(C)C.C1C=CC2N(O)N=NC=2C=1.CN1CCOCC1. Product: [CH:1]1([NH:7][C:8]2[N:16]=[C:15]([NH:17][C:18]3[CH:23]=[CH:22][C:21]([CH:24]4[CH2:29][CH2:28][N:27]([C:40](=[O:41])[C:39]([N:36]5[CH2:37][CH2:38][N:33]([CH3:32])[CH2:34][CH2:35]5)=[O:43])[CH2:26][CH2:25]4)=[CH:20][C:19]=3[O:30][CH3:31])[N:14]=[C:13]3[C:9]=2[N:10]=[CH:11][NH:12]3)[CH2:2][CH2:3][CH2:4][CH2:5][CH2:6]1. The catalyst class is: 3. (3) Reactant: Br[C:2]1[CH:7]=[CH:6][C:5]([O:8][CH3:9])=[CH:4][C:3]=1[CH2:10][CH2:11][CH3:12].C(C1C=C(OC)C=CC=1)C=C.[O:24]1[CH2:29][CH2:28][CH2:27][CH2:26][CH:25]1[O:30][C:31]1[CH:36]=[CH:35][C:34](B2OC(C)(C)C(C)(C)O2)=[CH:33][CH:32]=1. Product: [CH3:9][O:8][C:5]1[CH:6]=[CH:7][C:2]([C:34]2[CH:35]=[CH:36][C:31]([O:30][CH:25]3[CH2:26][CH2:27][CH2:28][CH2:29][O:24]3)=[CH:32][CH:33]=2)=[C:3]([CH2:10][CH2:11][CH3:12])[CH:4]=1. The catalyst class is: 521. (4) Reactant: [Cl:1][CH2:2][CH2:3][CH2:4][CH2:5][O:6][CH2:7][CH2:8][CH2:9][CH2:10][C:11]([CH3:16])([CH3:15])[C:12](O)=[O:13].C(Cl)(=O)C([Cl:20])=O. Product: [Cl:1][CH2:2][CH2:3][CH2:4][CH2:5][O:6][CH2:7][CH2:8][CH2:9][CH2:10][C:11]([CH3:16])([CH3:15])[C:12]([Cl:20])=[O:13]. The catalyst class is: 2. (5) Reactant: [C:1]([O:5][C:6](=[O:38])[NH:7][C:8](=[NH:37])[C:9]1[S:10][C:11]([S:35][CH3:36])=[C:12]([S:14]([C:17]2[CH:18]=[C:19]([C:23]3[CH:28]=[CH:27][CH:26]=[C:25]([CH:29]([OH:34])[C:30]([F:33])([F:32])[F:31])[CH:24]=3)[CH:20]=[CH:21][CH:22]=2)(=[O:16])=[O:15])[CH:13]=1)([CH3:4])([CH3:3])[CH3:2].CC(OI1(OC(C)=O)(OC(C)=O)OC(=O)C2C1=CC=CC=2)=O. Product: [C:1]([O:5][C:6](=[O:38])[NH:7][C:8](=[NH:37])[C:9]1[S:10][C:11]([S:35][CH3:36])=[C:12]([S:14]([C:17]2[CH:18]=[C:19]([C:23]3[CH:28]=[CH:27][CH:26]=[C:25]([C:29](=[O:34])[C:30]([F:32])([F:33])[F:31])[CH:24]=3)[CH:20]=[CH:21][CH:22]=2)(=[O:15])=[O:16])[CH:13]=1)([CH3:4])([CH3:2])[CH3:3]. The catalyst class is: 2. (6) Reactant: C([O:8][C:9]1[CH:14]=[CH:13][C:12]([C:15]2[O:16][C:17]3[CH2:22][CH2:21][N:20]([CH3:23])[CH2:19][C:18]=3[N:24]=2)=[CH:11][CH:10]=1)C1C=CC=CC=1.P(Br)(Br)Br.O.[Na]. Product: [CH3:23][N:20]1[CH2:21][CH2:22][C:17]2[O:16][C:15]([C:12]3[CH:13]=[CH:14][C:9]([OH:8])=[CH:10][CH:11]=3)=[N:24][C:18]=2[CH2:19]1. The catalyst class is: 4. (7) Reactant: [Cl:1][C:2]1[CH:3]=[C:4]([C:9]2([C:25]([F:28])([F:27])[F:26])[CH2:13][CH2:12][N:11]([C:14]3[S:15][C:16]4[C:22]([CH2:23]O)=[CH:21][CH:20]=[CH:19][C:17]=4[N:18]=3)[CH2:10]2)[CH:5]=[C:6]([Cl:8])[CH:7]=1.C([N:31](CC)CC)C.CS(Cl)(=O)=O.O.N. Product: [Cl:1][C:2]1[CH:3]=[C:4]([C:9]2([C:25]([F:28])([F:27])[F:26])[CH2:13][CH2:12][N:11]([C:14]3[S:15][C:16]4[C:22]([CH2:23][NH2:31])=[CH:21][CH:20]=[CH:19][C:17]=4[N:18]=3)[CH2:10]2)[CH:5]=[C:6]([Cl:8])[CH:7]=1. The catalyst class is: 10.